Dataset: Full USPTO retrosynthesis dataset with 1.9M reactions from patents (1976-2016). Task: Predict the reactants needed to synthesize the given product. Given the product [Cl:11][C:12]1[CH:13]=[CH:14][C:15](/[CH:18]=[N:19]/[N:20]2[CH:2]=[C:3]([C:5]3[S:6][C:7]([Cl:10])=[CH:8][CH:9]=3)[N:22]=[C:21]2[NH2:23])=[CH:16][CH:17]=1, predict the reactants needed to synthesize it. The reactants are: Br[CH2:2][C:3]([C:5]1[S:6][C:7]([Cl:10])=[CH:8][CH:9]=1)=O.[Cl:11][C:12]1[CH:17]=[CH:16][C:15](/[CH:18]=[N:19]/[NH:20][C:21](=[NH:23])[NH2:22])=[CH:14][CH:13]=1.